From a dataset of Reaction yield outcomes from USPTO patents with 853,638 reactions. Predict the reaction yield, written as a fraction of the theoretical maximum amount of product (1.0 means a 100% yield; for example, 0.34 means a 34% yield). (1) The reactants are [CH3:1][O:2][C:3]1[CH:8]=[C:7]([N:9]2[CH2:14][CH2:13][CH:12]([N:15]3[CH2:20][CH2:19][N:18]([CH3:21])[CH2:17][CH2:16]3)[CH2:11][CH2:10]2)[CH:6]=[CH:5][C:4]=1[NH2:22].[Br:23][C:24]1[N:32]2[C:27]([CH:28]=[N:29][C:30](S(C)=O)=[N:31]2)=[CH:26][CH:25]=1.C(N(CC)C(C)C)(C)C. The catalyst is COCCO. The product is [Br:23][C:24]1[N:32]2[C:27]([CH:28]=[N:29][C:30]([NH:22][C:4]3[CH:5]=[CH:6][C:7]([N:9]4[CH2:14][CH2:13][CH:12]([N:15]5[CH2:20][CH2:19][N:18]([CH3:21])[CH2:17][CH2:16]5)[CH2:11][CH2:10]4)=[CH:8][C:3]=3[O:2][CH3:1])=[N:31]2)=[CH:26][CH:25]=1. The yield is 0.350. (2) The reactants are [F:1][C:2]([F:13])([F:12])[C:3]1[CH:4]=[CH:5][C:6]([C:9]([OH:11])=[O:10])=[N:7][CH:8]=1.S(Cl)(Cl)=O.[CH3:18]O. No catalyst specified. The product is [CH3:18][O:10][C:9]([C:6]1[CH:5]=[CH:4][C:3]([C:2]([F:12])([F:1])[F:13])=[CH:8][N:7]=1)=[O:11]. The yield is 0.840.